From a dataset of Forward reaction prediction with 1.9M reactions from USPTO patents (1976-2016). Predict the product of the given reaction. (1) Given the reactants [N:1]([CH2:4][CH2:5][N:6]1[C:10]([C:11]2[CH:16]=[CH:15][C:14]([F:17])=[CH:13][C:12]=2[F:18])=[C:9]([C:19]2[CH:20]=[CH:21][C:22]3[N:23]([C:25]([CH:28]([CH3:30])[CH3:29])=[N:26][N:27]=3)[N:24]=2)[CH:8]=[N:7]1)=[N+]=[N-], predict the reaction product. The product is: [F:18][C:12]1[CH:13]=[C:14]([F:17])[CH:15]=[CH:16][C:11]=1[C:10]1[N:6]([CH2:5][CH2:4][NH2:1])[N:7]=[CH:8][C:9]=1[C:19]1[CH:20]=[CH:21][C:22]2[N:23]([C:25]([CH:28]([CH3:30])[CH3:29])=[N:26][N:27]=2)[N:24]=1. (2) Given the reactants [CH2:1]([N:8]([CH3:26])[C:9]1[CH:14]=[CH:13][N:12]([CH2:15][CH2:16][C:17]2[CH:22]=[CH:21][C:20]([CH2:23]Br)=[CH:19][CH:18]=2)[C:11](=[O:25])[CH:10]=1)[C:2]1[CH:7]=[CH:6][CH:5]=[CH:4][CH:3]=1.[NH:27]1[CH2:32][CH2:31][CH:30]([NH:33][C:34](=[O:36])[CH3:35])[CH2:29][CH2:28]1, predict the reaction product. The product is: [CH2:1]([N:8]([CH3:26])[C:9]1[CH:14]=[CH:13][N:12]([CH2:15][CH2:16][C:17]2[CH:22]=[CH:21][C:20]([CH2:23][N:27]3[CH2:32][CH2:31][CH:30]([NH:33][C:34](=[O:36])[CH3:35])[CH2:29][CH2:28]3)=[CH:19][CH:18]=2)[C:11](=[O:25])[CH:10]=1)[C:2]1[CH:7]=[CH:6][CH:5]=[CH:4][CH:3]=1.